This data is from Forward reaction prediction with 1.9M reactions from USPTO patents (1976-2016). The task is: Predict the product of the given reaction. (1) The product is: [CH2:1]([NH:7][C:8]1[C:9]([NH2:16])=[CH:10][C:11]([CH3:15])=[C:12]([CH3:14])[CH:13]=1)[CH2:2][CH2:3][CH2:4][CH2:5][CH3:6]. Given the reactants [CH2:1]([NH:7][C:8]1[CH:13]=[C:12]([CH3:14])[C:11]([CH3:15])=[CH:10][C:9]=1[N+:16]([O-])=O)[CH2:2][CH2:3][CH2:4][CH2:5][CH3:6].[BH4-].[Na+], predict the reaction product. (2) Given the reactants [C:1]([CH:4]([C:18]1[CH:23]=[CH:22][C:21]([CH2:24][O:25][Si:26]([CH:33]([CH3:35])[CH3:34])([CH:30]([CH3:32])[CH3:31])[CH:27]([CH3:29])[CH3:28])=[CH:20][CH:19]=1)[CH2:5][NH:6][C:7]([C:9]1[CH:17]=[CH:16][CH:15]=[CH:14][C:10]=1[C:11](O)=[O:12])=[O:8])([OH:3])=O.C(Cl)CCl.[NH2:40][C:41]1[CH:42]=[C:43]2[C:48](=[CH:49][CH:50]=1)[CH:47]=[N:46][CH:45]=[CH:44]2, predict the reaction product. The product is: [O:12]=[C:11]1[C:10]2[C:9](=[CH:17][CH:16]=[CH:15][CH:14]=2)[C:7](=[O:8])[N:6]1[CH2:5][CH:4]([C:18]1[CH:19]=[CH:20][C:21]([CH2:24][O:25][Si:26]([CH:33]([CH3:35])[CH3:34])([CH:27]([CH3:28])[CH3:29])[CH:30]([CH3:32])[CH3:31])=[CH:22][CH:23]=1)[C:1]([NH:40][C:41]1[CH:42]=[C:43]2[C:48](=[CH:49][CH:50]=1)[CH:47]=[N:46][CH:45]=[CH:44]2)=[O:3].